Dataset: Reaction yield outcomes from USPTO patents with 853,638 reactions. Task: Predict the reaction yield, written as a fraction of the theoretical maximum amount of product (1.0 means a 100% yield; for example, 0.34 means a 34% yield). (1) The reactants are [OH-].[K+].CC1C=CC(S([O:13][C:14]2[CH:19]=[CH:18][C:17]([Br:20])=[C:16]([O:21][CH2:22][CH:23]=[CH2:24])[CH:15]=2)(=O)=O)=CC=1. The catalyst is CCO.O. The product is [CH2:22]([O:21][C:16]1[CH:15]=[C:14]([OH:13])[CH:19]=[CH:18][C:17]=1[Br:20])[CH:23]=[CH2:24]. The yield is 0.840. (2) The reactants are [Br:1][C:2]1[S:6][C:5]([S:7](Cl)(=[O:9])=[O:8])=[CH:4][CH:3]=1.[CH2:11]([CH2:13][NH2:14])[OH:12].C([O-])(O)=O.[Na+]. The catalyst is ClCCl. The product is [OH:12][CH2:11][CH2:13][NH:14][S:7]([C:5]1[S:6][C:2]([Br:1])=[CH:3][CH:4]=1)(=[O:9])=[O:8]. The yield is 0.930. (3) The yield is 0.940. The product is [CH3:36][O:35][C:30]1[CH:31]=[CH:32][CH:33]=[CH:34][C:29]=1[N:28]1[C:44](=[O:45])[NH:25][C:17]2[C:16]1=[N:15][C:14]([NH:13][C@@H:10]1[CH2:11][CH2:12][NH:8][CH2:9]1)=[N:19][C:18]=2[C:20]([NH2:68])=[O:21]. The catalyst is CN(C)C=O. The reactants are C(OC([N:8]1[CH2:12][CH2:11][C@@H:10]([NH:13][C:14]2[N:19]=[C:18]([C:20](OCC)=[O:21])[C:17]([N+:25]([O-])=O)=[C:16]([NH:28][C:29]3[CH:34]=[CH:33][CH:32]=[CH:31][C:30]=3[O:35][CH3:36])[N:15]=2)[CH2:9]1)=O)(C)(C)C.ClC1N=C([C:44](OCC)=[O:45])C([N+]([O-])=O)=C(NC2C=CC=CC=2OC)N=1.C([N:68]1CCC(N)C1)(OC(C)(C)C)=O.C(N(C(C)C)CC)(C)C. (4) The reactants are [NH2:1][CH2:2][C:3]1[CH:4]=[C:5]2[C:10](=[CH:11][CH:12]=1)[CH2:9][CH:8]([NH:13][C:14]([C:16]1[CH:21]=[CH:20][C:19]([C:22]3[CH:27]=[CH:26][C:25]([F:28])=[CH:24][CH:23]=3)=[CH:18][CH:17]=1)=[O:15])[CH2:7][CH2:6]2.Br[C:30](Br)([CH2:33][CH3:34])[CH2:31][CH3:32].C([O-])([O-])=O.[K+].[K+]. The catalyst is CN(C=O)C. The product is [N:1]1([CH2:2][C:3]2[CH:4]=[C:5]3[C:10](=[CH:11][CH:12]=2)[CH2:9][CH:8]([NH:13][C:14]([C:16]2[CH:21]=[CH:20][C:19]([C:22]4[CH:23]=[CH:24][C:25]([F:28])=[CH:26][CH:27]=4)=[CH:18][CH:17]=2)=[O:15])[CH2:7][CH2:6]3)[CH2:34][CH2:33][CH2:30][CH2:31][CH2:32]1. The yield is 0.570. (5) The reactants are [NH:1]1[C:5]2[CH:6]=[CH:7][C:8]([C:10]([OH:12])=O)=[CH:9][C:4]=2[N:3]=[CH:2]1.[CH3:13][O:14][C:15]1[CH:35]=[CH:34][C:18]([CH2:19][C:20]2[C:25]3[C@@H:26]4[C@H:31]([CH2:32][CH2:33][C:24]=3[CH:23]=[CH:22][CH:21]=2)[NH:30][CH2:29][CH2:28][CH2:27]4)=[CH:17][CH:16]=1. The yield is 0.170. No catalyst specified. The product is [NH:1]1[C:5]2[CH:6]=[CH:7][C:8]([C:10]([N:30]3[C@@H:31]4[C@@H:26]([C:25]5[C:20]([CH2:19][C:18]6[CH:34]=[CH:35][C:15]([O:14][CH3:13])=[CH:16][CH:17]=6)=[CH:21][CH:22]=[CH:23][C:24]=5[CH2:33][CH2:32]4)[CH2:27][CH2:28][CH2:29]3)=[O:12])=[CH:9][C:4]=2[N:3]=[CH:2]1. (6) The reactants are [CH:1]1([CH2:4][N:5]2[C:10](=[O:11])[C:9]([CH2:12]OS(C)(=O)=O)=[CH:8][C:7]([C:18]3[CH:23]=[CH:22][C:21]([O:24][CH3:25])=[C:20]([F:26])[CH:19]=3)=[N:6]2)[CH2:3][CH2:2]1.[C:27]1(=[O:37])[NH:31][C:30](=[O:32])[C:29]2=[CH:33][CH:34]=[CH:35][CH:36]=[C:28]12.[K].O. The catalyst is CN(C)C=O. The product is [CH:1]1([CH2:4][N:5]2[C:10](=[O:11])[C:9]([CH2:12][N:31]3[C:27](=[O:37])[C:28]4=[CH:36][CH:35]=[CH:34][CH:33]=[C:29]4[C:30]3=[O:32])=[CH:8][C:7]([C:18]3[CH:23]=[CH:22][C:21]([O:24][CH3:25])=[C:20]([F:26])[CH:19]=3)=[N:6]2)[CH2:3][CH2:2]1. The yield is 0.810. (7) The reactants are [CH2:1]([O:3][C:4]([CH2:6][NH:7][C:8]([C:10]([NH:12][CH2:13][C:14](=O)[CH3:15])=[O:11])=[O:9])=[O:5])[CH3:2].FC(F)(F)C(O)=O.FC(F)(F)C(OC(=O)C(F)(F)F)=O. The catalyst is C(O)(=O)C. The product is [CH2:1]([O:3][C:4]([CH2:6][N:7]1[C:14]([CH3:15])=[CH:13][N:12]=[C:10]([OH:11])[C:8]1=[O:9])=[O:5])[CH3:2]. The yield is 0.770. (8) The reactants are [CH2:1]([O:8][C:9]1[CH:14]=[CH:13][C:12](/[CH:15]=[CH:16]/[C:17]2[S:21][C:20]([C:22]([O:24][CH2:25][CH3:26])=[O:23])=[CH:19][C:18]=2[N+:27]([O-])=O)=[CH:11][CH:10]=1)[C:2]1[CH:7]=[CH:6][CH:5]=[CH:4][CH:3]=1. The catalyst is P(OCC)(OCC)OCC. The product is [CH2:1]([O:8][C:9]1[CH:14]=[CH:13][C:12]([C:15]2[NH:27][C:18]3[CH:19]=[C:20]([C:22]([O:24][CH2:25][CH3:26])=[O:23])[S:21][C:17]=3[CH:16]=2)=[CH:11][CH:10]=1)[C:2]1[CH:7]=[CH:6][CH:5]=[CH:4][CH:3]=1. The yield is 0.100. (9) The reactants are [NH2:1][C:2]1[CH:9]=[C:8]([NH2:10])[CH:7]=[CH:6][C:3]=1[CH:4]=[O:5].C(=O)=O.CC(C)=O.[F:18][C:19]([F:36])([F:35])[C:20]1[CH:25]=[CH:24][C:23]([C:26]2[C:27]([C:32](Cl)=[O:33])=[CH:28][CH:29]=[CH:30][CH:31]=2)=[CH:22][CH:21]=1.O=[Si]=O.C(NCC)C.C. The catalyst is C1COCC1.C(Cl)Cl. The product is [NH2:1][C:2]1[CH:9]=[C:8]([NH:10][C:32]([C:27]2[C:26]([C:23]3[CH:24]=[CH:25][C:20]([C:19]([F:18])([F:35])[F:36])=[CH:21][CH:22]=3)=[CH:31][CH:30]=[CH:29][CH:28]=2)=[O:33])[CH:7]=[CH:6][C:3]=1[CH:4]=[O:5]. The yield is 0.300. (10) The reactants are [CH3:1][C:2]1[C:3](=[O:9])[NH:4][C:5](=[S:8])[NH:6][CH:7]=1.[OH-].[K+].[CH3:12]I. The catalyst is C(O)C. The product is [CH3:1][C:2]1[C:3](=[O:9])[N:4]=[C:5]([S:8][CH3:12])[NH:6][CH:7]=1. The yield is 0.719.